Dataset: Reaction yield outcomes from USPTO patents with 853,638 reactions. Task: Predict the reaction yield, written as a fraction of the theoretical maximum amount of product (1.0 means a 100% yield; for example, 0.34 means a 34% yield). (1) The reactants are CN(C)/[CH:3]=[CH:4]/[C:5]1[C:6]([N+:19]([O-])=O)=[CH:7][C:8]([N+:16]([O-])=O)=[C:9]([CH:15]=1)[C:10]([O:12][CH2:13][CH3:14])=[O:11].[H][H]. The catalyst is [Ni].CCO. The product is [NH2:16][C:8]1[CH:7]=[C:6]2[C:5]([CH:4]=[CH:3][NH:19]2)=[CH:15][C:9]=1[C:10]([O:12][CH2:13][CH3:14])=[O:11]. The yield is 0.300. (2) The reactants are [CH3:1][O:2][N:3]=[C:4]1[C:8]2[CH:9]=[CH:10][CH:11]=[CH:12][C:7]=2[O:6][C:5]1=[N:13][O:14][CH2:15][CH2:16][OH:17]. The catalyst is C(OCC)C.Cl. The product is [CH3:1][O:2]/[N:3]=[C:4](/[C:5]1[O:17][CH2:16][CH2:15][O:14][N:13]=1)\[C:8]1[CH:9]=[CH:10][CH:11]=[CH:12][C:7]=1[OH:6]. The yield is 0.690. (3) The reactants are [N:1]1(C(OCC2C=CC=CC=2)=O)[CH2:6][CH2:5][C:4]2([CH2:15][CH2:14][C:13]3[C:8](=[CH:9][CH:10]=[CH:11][CH:12]=3)[O:7]2)[CH2:3][CH2:2]1.[H][H]. The catalyst is CO.[Pd]. The product is [NH:1]1[CH2:6][CH2:5][C:4]2([CH2:15][CH2:14][C:13]3[C:8](=[CH:9][CH:10]=[CH:11][CH:12]=3)[O:7]2)[CH2:3][CH2:2]1. The yield is 0.970. (4) The reactants are [NH2:1][C@@H:2]([CH3:5])[CH2:3][OH:4].CCN(CC)CC.[CH3:13][C:14]([O:17][C:18](O[C:18]([O:17][C:14]([CH3:16])([CH3:15])[CH3:13])=[O:19])=[O:19])([CH3:16])[CH3:15].O. The catalyst is CN(C=O)C.O. The product is [C:14]([O:17][C:18]([NH:1][C@@H:2]([CH3:5])[CH2:3][OH:4])=[O:19])([CH3:16])([CH3:15])[CH3:13]. The yield is 0.870. (5) The product is [CH2:1]([C:5]1[N:6]=[C:7]([Cl:19])[CH:8]=[CH:9][C:10]=1[C:11]([O:13][CH2:14][CH3:15])=[O:12])[CH2:2][CH2:3][CH3:4]. The yield is 0.810. No catalyst specified. The reactants are [CH2:1]([C:5]1[NH:6][C:7](=O)[CH:8]=[CH:9][C:10]=1[C:11]([O:13][CH2:14][CH3:15])=[O:12])[CH2:2][CH2:3][CH3:4].P(Cl)(Cl)([Cl:19])=O. (6) The reactants are [OH:1][NH2:2].C([O:5][C:6](=O)[CH2:7][CH2:8][CH2:9][CH2:10][CH2:11][CH2:12][N:13]([C:20]1[CH:25]=[C:24]([O:26][CH2:27][CH2:28][CH3:29])[CH:23]=[CH:22][N:21]=1)[C:14]1[CH:19]=[CH:18][CH:17]=[CH:16][N:15]=1)C. The catalyst is CN(C=O)C.CO. The product is [OH:1][NH:2][C:6](=[O:5])[CH2:7][CH2:8][CH2:9][CH2:10][CH2:11][CH2:12][N:13]([C:20]1[CH:25]=[C:24]([O:26][CH2:27][CH2:28][CH3:29])[CH:23]=[CH:22][N:21]=1)[C:14]1[CH:19]=[CH:18][CH:17]=[CH:16][N:15]=1. The yield is 0.500. (7) The reactants are [CH2:1]([O:3][C:4](=[O:18])[C:5]1[C:10]([N+:11]([O-:13])=[O:12])=[CH:9][CH:8]=[C:7]([CH3:14])[C:6]=1[N+:15]([O-:17])=[O:16])[CH3:2].CO[CH:21]([N:24]([CH3:26])[CH3:25])OC. The catalyst is CN(C=O)C. The product is [CH2:1]([O:3][C:4](=[O:18])[C:5]1[C:10]([N+:11]([O-:13])=[O:12])=[CH:9][CH:8]=[C:7]([CH:14]=[CH:21][N:24]([CH3:26])[CH3:25])[C:6]=1[N+:15]([O-:17])=[O:16])[CH3:2]. The yield is 0.580.